From a dataset of Catalyst prediction with 721,799 reactions and 888 catalyst types from USPTO. Predict which catalyst facilitates the given reaction. (1) Reactant: CC(C)([O-])C.[K+].[Cl:7][C:8]1[CH:9]=[C:10]([C@:15]2([CH2:22][CH:23]3[O:27][CH2:26][CH2:25][O:24]3)[CH2:20][NH:19][C:18](=[O:21])[CH2:17][CH2:16]2)[CH:11]=[CH:12][C:13]=1[Cl:14].F[C:29]1[CH:34]=[CH:33][CH:32]=[CH:31][N:30]=1. Product: [Cl:7][C:8]1[CH:9]=[C:10]([C@:15]2([CH2:22][CH:23]3[O:27][CH2:26][CH2:25][O:24]3)[CH2:20][N:19]([C:29]3[CH:34]=[CH:33][CH:32]=[CH:31][N:30]=3)[C:18](=[O:21])[CH2:17][CH2:16]2)[CH:11]=[CH:12][C:13]=1[Cl:14]. The catalyst class is: 57. (2) Reactant: [F:1][C:2]([F:13])([F:12])[C:3]1[CH:11]=[CH:10][C:6]([C:7](Cl)=[O:8])=[CH:5][CH:4]=1.[CH3:14][N:15]1[C:19]([NH2:20])=[CH:18][CH:17]=[N:16]1.C(N(CC)CC)C. Product: [CH3:14][N:15]1[C:19]([NH:20][C:7](=[O:8])[C:6]2[CH:10]=[CH:11][C:3]([C:2]([F:13])([F:12])[F:1])=[CH:4][CH:5]=2)=[CH:18][CH:17]=[N:16]1. The catalyst class is: 22.